This data is from Catalyst prediction with 721,799 reactions and 888 catalyst types from USPTO. The task is: Predict which catalyst facilitates the given reaction. (1) Reactant: [CH:1]([N:4]1[CH2:9][CH2:8][CH:7]([NH:10][S:11]([CH2:14][CH2:15][NH:16][C:17]([C:19]2[S:20][C:21]([Cl:24])=[CH:22][CH:23]=2)=[O:18])(=[O:13])=[O:12])[CH2:6][CH2:5]1)([CH3:3])[CH3:2].[N:25]([CH2:28][CH2:29][CH3:30])=[C:26]=[O:27]. Product: [CH:1]([N:4]1[CH2:9][CH2:8][CH:7]([N:10]([C:26]([NH:25][CH2:28][CH2:29][CH3:30])=[O:27])[S:11]([CH2:14][CH2:15][NH:16][C:17]([C:19]2[S:20][C:21]([Cl:24])=[CH:22][CH:23]=2)=[O:18])(=[O:12])=[O:13])[CH2:6][CH2:5]1)([CH3:3])[CH3:2]. The catalyst class is: 154. (2) Reactant: [F:1][C:2]1[CH:19]=[C:18]([N+:20]([O-])=O)[CH:17]=[CH:16][C:3]=1[O:4][C:5]1[CH:10]=[CH:9][N:8]=[C:7]([NH:11][CH2:12][CH2:13][CH2:14][OH:15])[N:6]=1. Product: [NH2:20][C:18]1[CH:17]=[CH:16][C:3]([O:4][C:5]2[CH:10]=[CH:9][N:8]=[C:7]([NH:11][CH2:12][CH2:13][CH2:14][OH:15])[N:6]=2)=[C:2]([F:1])[CH:19]=1. The catalyst class is: 43. (3) Reactant: [C:1]([C:3]1[C:4]([N:9]=[CH:10][N:11](C)C)=[N:5][CH:6]=[CH:7][N:8]=1)#[N:2].N[CH2:15][CH2:16][C:17]1[CH:22]=[CH:21][C:20]([OH:23])=[CH:19][CH:18]=1.C(O)(=O)C. Product: [N:9]1[C:4]2[C:3](=[N:8][CH:7]=[CH:6][N:5]=2)[C:1]([NH:2][CH2:15][CH2:16][C:17]2[CH:22]=[CH:21][C:20]([OH:23])=[CH:19][CH:18]=2)=[N:11][CH:10]=1. The catalyst class is: 8. (4) Reactant: [C:1]([N:4]1[C:13]2[C:8](=[CH:9][C:10]([N:14]3[CH2:19][CH2:18][CH:17]([NH:20]C(=O)OC(C)(C)C)[CH2:16][CH2:15]3)=[CH:11][CH:12]=2)[C@H:7]([NH:28][C:29]2[CH:34]=[CH:33][CH:32]=[CH:31][CH:30]=2)[C@@H:6]([CH3:35])[C@@H:5]1[CH3:36])(=[O:3])[CH3:2].[ClH:37].O1CCOCC1. Product: [ClH:37].[NH2:20][CH:17]1[CH2:16][CH2:15][N:14]([C:10]2[CH:9]=[C:8]3[C:13](=[CH:12][CH:11]=2)[N:4]([C:1](=[O:3])[CH3:2])[C@@H:5]([CH3:36])[C@H:6]([CH3:35])[C@H:7]3[NH:28][C:29]2[CH:30]=[CH:31][CH:32]=[CH:33][CH:34]=2)[CH2:19][CH2:18]1. The catalyst class is: 5. (5) Reactant: C[O-].[Na+:3].CO.CN1[CH:14]=[CH:13][C:11](=[O:12])N(C)C1=O.[C:16]([CH2:18][C:19]([NH:21][C:22]1[CH:27]=[CH:26][CH:25]=[CH:24][CH:23]=1)=[S:20])#[N:17]. Product: [C:16]([C:18]1[CH:14]=[CH:13][C:11](=[O:12])[N:21]([C:22]2[CH:27]=[CH:26][CH:25]=[CH:24][CH:23]=2)[C:19]=1[S-:20])#[N:17].[Na+:3]. The catalyst class is: 8. (6) Reactant: C(OC([N:8]1[CH2:13][CH2:12][CH:11]([NH:14][C@@H:15]2[CH2:24][CH2:23][C:22]3[C:17](=[CH:18][C:19]([O:25][CH3:26])=[CH:20][CH:21]=3)[CH2:16]2)[CH2:10][CH2:9]1)=O)(C)(C)C.[CH:27](=O)[CH2:28][CH3:29].C(O[BH-](OC(=O)C)OC(=O)C)(=O)C.[Na+]. Product: [CH3:26][O:25][C:19]1[CH:18]=[C:17]2[C:22]([CH2:23][CH2:24][C@@H:15]([N:14]([CH:11]3[CH2:10][CH2:9][NH:8][CH2:13][CH2:12]3)[CH2:27][CH2:28][CH3:29])[CH2:16]2)=[CH:21][CH:20]=1. The catalyst class is: 68. (7) Reactant: [NH2:1][CH2:2][C@@:3]1([OH:11])[CH:8]2[CH2:9][CH2:10][N:5]([CH2:6][CH2:7]2)[CH2:4]1.CCN(C(C)C)C(C)C.C([O-])([O-])=O.[Cs+].[Cs+].[O:27]1[C:35]2[C:30](=[N:31][CH:32]=[CH:33][CH:34]=2)[N:29]=[C:28]1[N:36]=[C:37](SC)SC. Product: [O:27]1[C:35]2[C:30](=[N:31][CH:32]=[CH:33][CH:34]=2)[N:29]=[C:28]1[NH:36][C:37]1[O:11][C@:3]2([CH2:2][N:1]=1)[CH:8]1[CH2:7][CH2:6][N:5]([CH2:10][CH2:9]1)[CH2:4]2. The catalyst class is: 3. (8) Reactant: [N+:1]([C:4]1[CH:5]=[C:6]2[C:10](=[CH:11][CH:12]=1)[N:9]([C:13]1[CH:14]=[C:15]([CH:19]=[CH:20][CH:21]=1)[C:16]([OH:18])=O)[CH:8]=[CH:7]2)([O-:3])=[O:2].S(Cl)(Cl)=O.O1CCCC1.[C:31]([NH2:35])([CH3:34])([CH3:33])[CH3:32]. Product: [C:31]([NH:35][C:16](=[O:18])[C:15]1[CH:19]=[CH:20][CH:21]=[C:13]([N:9]2[C:10]3[C:6](=[CH:5][C:4]([N+:1]([O-:3])=[O:2])=[CH:12][CH:11]=3)[CH:7]=[CH:8]2)[CH:14]=1)([CH3:34])([CH3:33])[CH3:32]. The catalyst class is: 289.